Task: Predict the product of the given reaction.. Dataset: Forward reaction prediction with 1.9M reactions from USPTO patents (1976-2016) (1) The product is: [F:15][C:16]([F:23])([F:22])[CH:17]1[CH2:21][CH2:20][N:19]([C:2]2[CH:3]=[CH:4][C:5]3[N:12]4[CH2:13][C@H:8]([CH2:9][CH2:10][CH2:11]4)[NH:7][C:6]=3[N:14]=2)[CH2:18]1. Given the reactants Cl[C:2]1[CH:3]=[CH:4][C:5]2[N:12]3[CH2:13][C@H:8]([CH2:9][CH2:10][CH2:11]3)[NH:7][C:6]=2[N:14]=1.[F:15][C:16]([F:23])([F:22])[CH:17]1[CH2:21][CH2:20][NH:19][CH2:18]1.CC([O-])(C)C.[K+], predict the reaction product. (2) Given the reactants C[O:2][C:3]1[CH:4]=[C:5]([CH:8]=[C:9]([O:11]C)[CH:10]=1)[C:6]#[N:7].B(Br)(Br)Br, predict the reaction product. The product is: [OH:2][C:3]1[CH:4]=[C:5]([CH:8]=[C:9]([OH:11])[CH:10]=1)[C:6]#[N:7]. (3) Given the reactants [Cl:1][C:2]1[CH:36]=[CH:35][CH:34]=[C:33]([Cl:37])[C:3]=1[CH2:4][O:5][CH2:6][CH2:7][O:8][CH2:9][CH2:10][CH2:11][CH2:12][CH2:13][CH2:14][N:15]1[CH2:19][C@@H:18]([C:20]2[CH:31]=[CH:30][C:23]3[O:24][C:25]([CH3:29])([CH3:28])[O:26][CH2:27][C:22]=3[CH:21]=2)[O:17]C1=O.C[Si](C)(C)[O-].[K+], predict the reaction product. The product is: [Cl:1][C:2]1[CH:36]=[CH:35][CH:34]=[C:33]([Cl:37])[C:3]=1[CH2:4][O:5][CH2:6][CH2:7][O:8][CH2:9][CH2:10][CH2:11][CH2:12][CH2:13][CH2:14][NH:15][CH2:19][C@@H:18]([C:20]1[CH:31]=[CH:30][C:23]2[O:24][C:25]([CH3:28])([CH3:29])[O:26][CH2:27][C:22]=2[CH:21]=1)[OH:17]. (4) The product is: [CH:1]1([C:7]2[CH:32]=[CH:31][C:10]([CH2:11][O:12][C:13]3[CH:14]=[C:15]4[C:19](=[CH:20][CH:21]=3)[N:18]([C:22](=[O:30])[CH2:23][N:24]([CH2:25][CH2:26][C:27]([OH:29])=[O:28])[CH2:48][CH3:49])[CH2:17][CH2:16]4)=[CH:9][C:8]=2[C:33]([F:36])([F:34])[F:35])[CH2:6][CH2:5][CH2:4][CH2:3][CH2:2]1. Given the reactants [CH:1]1([C:7]2[CH:32]=[CH:31][C:10]([CH2:11][O:12][C:13]3[CH:14]=[C:15]4[C:19](=[CH:20][CH:21]=3)[N:18]([C:22](=[O:30])[CH2:23][NH:24][CH2:25][CH2:26][C:27]([OH:29])=[O:28])[CH2:17][CH2:16]4)=[CH:9][C:8]=2[C:33]([F:36])([F:35])[F:34])[CH2:6][CH2:5][CH2:4][CH2:3][CH2:2]1.C=O.C([BH3-])#N.[Na+].C(=O)(O)[O-].[Na+].[C:48](O)(=O)[CH3:49], predict the reaction product. (5) Given the reactants [C:1]1([S:7]([NH:10][C@@H:11]([CH2:15][C:16]2[CH:21]=[CH:20][C:19]([N:22]3[CH2:26][C:25](=[O:27])[N:24]([CH2:28][CH2:29][Si:30]([CH3:33])([CH3:32])[CH3:31])[S:23]3(=[O:35])=[O:34])=[C:18]([O:36][CH2:37][C:38]3[CH:43]=[CH:42][CH:41]=[CH:40][CH:39]=3)[CH:17]=2)[C:12]([OH:14])=O)(=[O:9])=[O:8])[CH:6]=[CH:5][CH:4]=[CH:3][CH:2]=1.CCN=C=NCCCN(C)C.Cl.[CH2:56]([NH2:61])[CH2:57][CH2:58][CH2:59][CH3:60], predict the reaction product. The product is: [C:1]1([S:7]([NH:10][C@@H:11]([CH2:15][C:16]2[CH:21]=[CH:20][C:19]([N:22]3[CH2:26][C:25](=[O:27])[N:24]([CH2:28][CH2:29][Si:30]([CH3:32])([CH3:31])[CH3:33])[S:23]3(=[O:35])=[O:34])=[C:18]([O:36][CH2:37][C:38]3[CH:39]=[CH:40][CH:41]=[CH:42][CH:43]=3)[CH:17]=2)[C:12]([NH:61][CH2:56][CH2:57][CH2:58][CH2:59][CH3:60])=[O:14])(=[O:9])=[O:8])[CH:2]=[CH:3][CH:4]=[CH:5][CH:6]=1.